Dataset: Peptide-MHC class I binding affinity with 185,985 pairs from IEDB/IMGT. Task: Regression. Given a peptide amino acid sequence and an MHC pseudo amino acid sequence, predict their binding affinity value. This is MHC class I binding data. (1) The peptide sequence is YTDEVYDYL. The MHC is Mamu-A01 with pseudo-sequence Mamu-A01. The binding affinity (normalized) is 0.530. (2) The peptide sequence is YLFFDFLLV. The MHC is HLA-A02:03 with pseudo-sequence HLA-A02:03. The binding affinity (normalized) is 0.399. (3) The peptide sequence is LTIACRVSL. The MHC is HLA-A32:01 with pseudo-sequence HLA-A32:01. The binding affinity (normalized) is 0.578.